Predict the reactants needed to synthesize the given product. From a dataset of Full USPTO retrosynthesis dataset with 1.9M reactions from patents (1976-2016). (1) The reactants are: Cl.[Cl:2][C:3]1[CH:4]=[CH:5][C:6]2[CH2:12][CH2:11][C:10]3[CH:13]=[CH:14][CH:15]=[CH:16][C:9]=3[N:8]([CH2:17][CH2:18][CH2:19][NH2:20])[C:7]=2[CH:21]=1.CCN(CC)CC.[N+:29]([C:32]1[CH:37]=[CH:36][C:35]([S:38](Cl)(=[O:40])=[O:39])=[CH:34][CH:33]=1)([O-:31])=[O:30]. Given the product [Cl:2][C:3]1[CH:4]=[CH:5][C:6]2[CH2:12][CH2:11][C:10]3[CH:13]=[CH:14][CH:15]=[CH:16][C:9]=3[N:8]([CH2:17][CH2:18][CH2:19][NH:20][S:38]([C:35]3[CH:34]=[CH:33][C:32]([N+:29]([O-:31])=[O:30])=[CH:37][CH:36]=3)(=[O:39])=[O:40])[C:7]=2[CH:21]=1, predict the reactants needed to synthesize it. (2) The reactants are: [Br:1][C:2]1[CH:3]=[CH:4][C:5]([N:8]2[CH:12]=[C:11]([CH:13]=O)[N:10]=[CH:9]2)=[N:6][CH:7]=1.Cl.C[NH:17][OH:18].[CH2:19](O)C. Given the product [CH3:19][O:18][N:17]=[CH:13][C:11]1[N:10]=[CH:9][N:8]([C:5]2[CH:4]=[CH:3][C:2]([Br:1])=[CH:7][N:6]=2)[CH:12]=1, predict the reactants needed to synthesize it. (3) Given the product [N:1]1[CH:6]=[C:5]([C:11]2[CH:12]=[C:13]([NH2:14])[CH:15]=[CH:16][CH:17]=2)[CH:4]=[N:3][CH:2]=1, predict the reactants needed to synthesize it. The reactants are: [N:1]1[CH:6]=[C:5](B(O)O)[CH:4]=[N:3][CH:2]=1.Br[C:11]1[CH:12]=[C:13]([CH:15]=[CH:16][CH:17]=1)[NH2:14].C([O-])([O-])=O.[Na+].[Na+]. (4) Given the product [CH3:1][O:2][C:3](=[O:31])[CH:4]([C:9]1[CH:10]=[C:11]([C:36]2[CH:35]=[CH:34][C:33]([Cl:32])=[C:38]([C:39]([F:42])([F:41])[F:40])[CH:37]=2)[CH:12]=[C:13]([OH:15])[CH:14]=1)[CH2:5][CH:6]([CH3:7])[CH3:8], predict the reactants needed to synthesize it. The reactants are: [CH3:1][O:2][C:3](=[O:31])[CH:4]([C:9]1[CH:14]=[C:13]([O:15]S(C(F)(F)F)(=O)=O)[CH:12]=[C:11](OCC2C=CC=CC=2)[CH:10]=1)[CH2:5][C:6]([CH3:8])=[CH2:7].[Cl:32][C:33]1[C:38]([C:39]([F:42])([F:41])[F:40])=[CH:37][C:36](B(O)O)=[CH:35][CH:34]=1. (5) Given the product [ClH:17].[F:1][C:2]1([F:16])[CH2:7][CH2:6][CH:5]([NH2:8])[CH2:4][CH2:3]1, predict the reactants needed to synthesize it. The reactants are: [F:1][C:2]1([F:16])[CH2:7][CH2:6][CH:5]([NH:8]C(=O)OC(C)(C)C)[CH2:4][CH2:3]1.[ClH:17].CO. (6) Given the product [NH2:1][C:2]1[C:7]([N+:8]([O-:10])=[O:9])=[C:6]([CH3:11])[N:5]=[C:4]([N:13]2[CH2:18][CH2:17][O:16][CH2:15][CH2:14]2)[N:3]=1, predict the reactants needed to synthesize it. The reactants are: [NH2:1][C:2]1[C:7]([N+:8]([O-:10])=[O:9])=[C:6]([CH3:11])[N:5]=[C:4](Cl)[N:3]=1.[NH:13]1[CH2:18][CH2:17][O:16][CH2:15][CH2:14]1. (7) Given the product [NH2:19][C:18]1[S:20][C:6]([C:5]2[CH:9]=[CH:10][C:11]([O:12][CH:13]([CH3:15])[CH3:14])=[C:3]([CH:4]=2)[C:1]#[N:2])=[N:17][N:16]=1, predict the reactants needed to synthesize it. The reactants are: [C:1]([C:3]1[CH:4]=[C:5]([CH:9]=[CH:10][C:11]=1[O:12][CH:13]([CH3:15])[CH3:14])[C:6](O)=O)#[N:2].[NH:16]([C:18](=[S:20])[NH2:19])[NH2:17]. (8) Given the product [F:19][C:16]1[CH:17]=[CH:18][C:13]([N:3]2[C:4](=[O:12])[C:5]3[N:11]=[CH:10][CH:9]=[CH:8][C:6]=3[N:7]=[C:2]2[O:31][C:22]2[CH:23]=[CH:24][CH:25]=[C:26]([C:27]([F:28])([F:29])[F:30])[C:21]=2[F:20])=[CH:14][CH:15]=1, predict the reactants needed to synthesize it. The reactants are: Cl[C:2]1[N:3]([C:13]2[CH:18]=[CH:17][C:16]([F:19])=[CH:15][CH:14]=2)[C:4](=[O:12])[C:5]2[N:11]=[CH:10][CH:9]=[CH:8][C:6]=2[N:7]=1.[F:20][C:21]1[C:26]([C:27]([F:30])([F:29])[F:28])=[CH:25][CH:24]=[CH:23][C:22]=1[OH:31]. (9) Given the product [C:34]([C:29]1[CH:30]=[CH:31][CH:32]=[CH:33][C:28]=1[C:12]1[C:13]2[C:18](=[CH:17][CH:16]=[CH:15][CH:14]=2)[N:10]([S:7]([C:1]2[CH:6]=[CH:5][CH:4]=[CH:3][CH:2]=2)(=[O:9])=[O:8])[CH:11]=1)([CH3:37])([CH3:36])[CH3:35], predict the reactants needed to synthesize it. The reactants are: [C:1]1([S:7]([N:10]2[C:18]3[C:13](=[CH:14][CH:15]=[CH:16][CH:17]=3)[C:12](B(O)O)=[CH:11]2)(=[O:9])=[O:8])[CH:6]=[CH:5][CH:4]=[CH:3][CH:2]=1.FC(F)(F)S(O[C:28]1[CH:33]=[CH:32][CH:31]=[CH:30][C:29]=1[C:34]([CH3:37])([CH3:36])[CH3:35])(=O)=O.C(=O)([O-])[O-].[Na+].[Na+].O1CCOCC1. (10) Given the product [C:12]([O:16][C:17]([N:19]1[CH2:24][CH2:23][CH:22]([NH:25][C:2]2[CH:11]=[CH:10][C:9]3[C:4](=[CH:5][CH:6]=[CH:7][CH:8]=3)[N:3]=2)[CH2:21][CH2:20]1)=[O:18])([CH3:15])([CH3:13])[CH3:14], predict the reactants needed to synthesize it. The reactants are: Cl[C:2]1[CH:11]=[CH:10][C:9]2[C:4](=[CH:5][CH:6]=[CH:7][CH:8]=2)[N:3]=1.[C:12]([O:16][C:17]([N:19]1[CH2:24][CH2:23][CH:22]([NH2:25])[CH2:21][CH2:20]1)=[O:18])([CH3:15])([CH3:14])[CH3:13].O(C(C)(C)C)[K].